From a dataset of Peptide-MHC class II binding affinity with 134,281 pairs from IEDB. Regression. Given a peptide amino acid sequence and an MHC pseudo amino acid sequence, predict their binding affinity value. This is MHC class II binding data. (1) The peptide sequence is RNVFDEVIPTAFSIG. The MHC is HLA-DQA10102-DQB10602 with pseudo-sequence HLA-DQA10102-DQB10602. The binding affinity (normalized) is 0.177. (2) The peptide sequence is ATEVVRRLTATAHRG. The MHC is HLA-DQA10301-DQB10302 with pseudo-sequence HLA-DQA10301-DQB10302. The binding affinity (normalized) is 0.283. (3) The MHC is HLA-DPA10201-DPB10101 with pseudo-sequence HLA-DPA10201-DPB10101. The peptide sequence is VEIKEFANAVKLRRS. The binding affinity (normalized) is 0.260. (4) The peptide sequence is TDDNEEPIAAYHFDL. The MHC is DRB1_1101 with pseudo-sequence DRB1_1101. The binding affinity (normalized) is 0.321. (5) The peptide sequence is VNKMLAVLDTNILWV. The MHC is HLA-DQA10401-DQB10402 with pseudo-sequence HLA-DQA10401-DQB10402. The binding affinity (normalized) is 0.321. (6) The peptide sequence is DKLTGPFTVRYTTEG. The MHC is HLA-DQA10201-DQB10202 with pseudo-sequence HLA-DQA10201-DQB10202. The binding affinity (normalized) is 0.131.